Dataset: Catalyst prediction with 721,799 reactions and 888 catalyst types from USPTO. Task: Predict which catalyst facilitates the given reaction. (1) Reactant: [NH2:1][S:2]([N:5]([C:11]1[CH:16]=[CH:15][C:14]([O:17][CH2:18][C:19](=[O:27])[O:20][CH2:21][CH2:22][Si:23]([CH3:26])([CH3:25])[CH3:24])=[CH:13][C:12]=1[O:28][CH2:29][C:30]1[CH:35]=[CH:34][CH:33]=[CH:32][CH:31]=1)[CH2:6][C:7](OC)=[O:8])(=[O:4])=[O:3].CC(C)([O-])C.[K+]. Product: [CH3:24][Si:23]([CH3:26])([CH3:25])[CH2:22][CH2:21][O:20][C:19](=[O:27])[CH2:18][O:17][C:14]1[CH:15]=[CH:16][C:11]([N:5]2[CH2:6][C:7](=[O:8])[NH:1][S:2]2(=[O:4])=[O:3])=[C:12]([O:28][CH2:29][C:30]2[CH:35]=[CH:34][CH:33]=[CH:32][CH:31]=2)[CH:13]=1. The catalyst class is: 1. (2) Reactant: [Cl:1][C:2]1[CH:3]=[N+:4]([O-:48])[CH:5]=[C:6]([Cl:47])[C:7]=1[CH2:8][C@@H:9]([C:32]1[CH:37]=[CH:36][C:35]([O:38][CH:39]([F:41])[F:40])=[C:34]([O:42]CC2CC2)[CH:33]=1)[O:10][C:11]([C@H:13]1[N:17]([S:18]([C:21]2[CH:26]=[CH:25][CH:24]=[C:23]([C:27](=[O:31])[N:28]([CH3:30])[CH3:29])[CH:22]=2)(=[O:20])=[O:19])[CH2:16][CH2:15][S:14]1)=[O:12].FC(F)(F)C(O)=O. Product: [Cl:1][C:2]1[CH:3]=[N+:4]([O-:48])[CH:5]=[C:6]([Cl:47])[C:7]=1[CH2:8][C@@H:9]([C:32]1[CH:37]=[CH:36][C:35]([O:38][CH:39]([F:41])[F:40])=[C:34]([OH:42])[CH:33]=1)[O:10][C:11]([C@H:13]1[N:17]([S:18]([C:21]2[CH:26]=[CH:25][CH:24]=[C:23]([C:27](=[O:31])[N:28]([CH3:29])[CH3:30])[CH:22]=2)(=[O:20])=[O:19])[CH2:16][CH2:15][S:14]1)=[O:12]. The catalyst class is: 2. (3) Reactant: [N:1]1[CH:6]=[CH:5][CH:4]=[CH:3][CH:2]=1.[CH2:7]([N:14]1[C:22]2[C:17](=[CH:18][CH:19]=[CH:20][CH:21]=2)[C:16](=[O:23])[C:15]1=[O:24])[C:8]1[CH:13]=[CH:12][CH:11]=[CH:10][CH:9]=1.FC(F)(F)S(O[C:31]1[CH:36]=[CH:35][CH:34]=[CH:33][C:32]=1[Si](C)(C)C)(=O)=O.[F-].[K+].O1CCOCCOCCOCCOCCOCC1. Product: [CH2:7]([N:14]1[C:22]2[C:17](=[CH:18][CH:19]=[CH:20][CH:21]=2)[C:16]([O:23][C:31]2[CH:36]=[CH:35][CH:34]=[CH:33][CH:32]=2)([C:2]2[CH:3]=[CH:4][CH:5]=[CH:6][N:1]=2)[C:15]1=[O:24])[C:8]1[CH:9]=[CH:10][CH:11]=[CH:12][CH:13]=1. The catalyst class is: 1. (4) Reactant: C([O:5][C:6]([C:8]1[CH:9]=[C:10]2[C:14](=[CH:15][CH:16]=1)[N:13]([CH2:17][C:18](=[O:38])[CH2:19][O:20][C:21]1[CH:26]=[CH:25][C:24]([O:27][CH2:28][CH2:29][CH2:30][CH2:31][CH2:32][CH2:33][CH2:34][CH2:35][CH2:36][CH3:37])=[CH:23][CH:22]=1)[CH:12]=[CH:11]2)=[O:7])(C)(C)C.FC(F)(F)C(O)=O. Product: [CH2:28]([O:27][C:24]1[CH:25]=[CH:26][C:21]([O:20][CH2:19][C:18](=[O:38])[CH2:17][N:13]2[C:14]3[C:10](=[CH:9][C:8]([C:6]([OH:7])=[O:5])=[CH:16][CH:15]=3)[CH:11]=[CH:12]2)=[CH:22][CH:23]=1)[CH2:29][CH2:30][CH2:31][CH2:32][CH2:33][CH2:34][CH2:35][CH2:36][CH3:37]. The catalyst class is: 4. (5) Reactant: C(OC(=O)[NH:7][CH:8]1[CH2:13][CH2:12][CH:11]([CH2:14][NH:15][C:16]2[C:21]([C:22]#[C:23][C:24]3[CH:29]=[CH:28][CH:27]=[CH:26][CH:25]=3)=[CH:20][N:19]=[C:18]([NH:30][CH2:31][C:32]3[CH:37]=[CH:36][CH:35]=[CH:34][C:33]=3[O:38][C:39]([F:42])([F:41])[F:40])[N:17]=2)[CH2:10][CH2:9]1)(C)(C)C.C(O)(C(F)(F)F)=O. Product: [NH2:7][C@H:8]1[CH2:13][CH2:12][C@H:11]([CH2:14][NH:15][C:16]2[C:21]([C:22]#[C:23][C:24]3[CH:29]=[CH:28][CH:27]=[CH:26][CH:25]=3)=[CH:20][N:19]=[C:18]([NH:30][CH2:31][C:32]3[CH:37]=[CH:36][CH:35]=[CH:34][C:33]=3[O:38][C:39]([F:41])([F:42])[F:40])[N:17]=2)[CH2:10][CH2:9]1. The catalyst class is: 2. (6) Reactant: [NH2:1][C@@H:2]1[CH2:7][CH2:6][CH2:5][CH2:4][C@H:3]1[NH2:8].[C:9]1([CH3:19])[CH:14]=[CH:13][C:12]([S:15](Cl)(=[O:17])=[O:16])=[CH:11][CH:10]=1. Product: [C:9]1([CH3:19])[CH:14]=[CH:13][C:12]([S:15]([NH:1][C@@H:2]2[CH2:7][CH2:6][CH2:5][CH2:4][C@H:3]2[NH2:8])(=[O:17])=[O:16])=[CH:11][CH:10]=1. The catalyst class is: 2. (7) Reactant: [CH3:1][O:2][C:3]1[CH:4]=[C:5]([S:11][CH2:12][CH2:13][C:14](OC)=O)[CH:6]=[N:7][C:8]=1[O:9][CH3:10].CC(C)([O-])C.[K+].BrC[C:26]1C=C[CH:29]=[C:28]([Cl:32])[CH:27]=1. Product: [Cl:32][C:28]1[CH:29]=[C:13]([CH:14]=[CH:26][CH:27]=1)[CH2:12][S:11][C:5]1[CH:4]=[C:3]([O:2][CH3:1])[C:8]([O:9][CH3:10])=[N:7][CH:6]=1. The catalyst class is: 1.